The task is: Predict the product of the given reaction.. This data is from Forward reaction prediction with 1.9M reactions from USPTO patents (1976-2016). (1) The product is: [CH3:1][O:3][C:4](=[O:19])[C:5](=[O:18])[CH2:6][C:7](=[O:17])/[CH:8]=[CH:9]/[C:10]1[CH:11]=[CH:12][C:13]([Cl:16])=[CH:14][CH:15]=1. Given the reactants [CH2:1]([O:3][C:4](=[O:19])[C:5](=[O:18])[CH2:6][C:7](=[O:17])/[CH:8]=[CH:9]/[C:10]1[CH:15]=[CH:14][C:13]([Cl:16])=[CH:12][CH:11]=1)C.OS(O)(=O)=O, predict the reaction product. (2) Given the reactants [Br:1][C:2]1[N:7]=[C:6]2[N:8]([CH2:11][C:12]3[CH:23]=[CH:22][C:15]4[N:16]=[C:17](S(C)=O)[S:18][C:14]=4[CH:13]=3)[CH:9]=[N:10][C:5]2=[CH:4][CH:3]=1.[NH2:24][C@@H:25]1[CH2:30][CH2:29][CH2:28][CH2:27][C@H:26]1[OH:31].CCN(C(C)C)C(C)C, predict the reaction product. The product is: [Br:1][C:2]1[N:7]=[C:6]2[N:8]([CH2:11][C:12]3[CH:23]=[CH:22][C:15]4[N:16]=[C:17]([NH:24][C@@H:25]5[CH2:30][CH2:29][CH2:28][CH2:27][C@H:26]5[OH:31])[S:18][C:14]=4[CH:13]=3)[CH:9]=[N:10][C:5]2=[CH:4][CH:3]=1.